This data is from Forward reaction prediction with 1.9M reactions from USPTO patents (1976-2016). The task is: Predict the product of the given reaction. (1) Given the reactants [CH2:1]([O:3][C:4](=[O:13])[C:5]1[C:10](Cl)=[CH:9][C:8]([Cl:12])=[N:7][CH:6]=1)[CH3:2].[NH2:14][C:15]1[CH:20]=[CH:19][CH:18]=[CH:17][CH:16]=1, predict the reaction product. The product is: [CH2:1]([O:3][C:4](=[O:13])[C:5]1[C:10]([NH:14][C:15]2[CH:20]=[CH:19][CH:18]=[CH:17][CH:16]=2)=[CH:9][C:8]([Cl:12])=[N:7][CH:6]=1)[CH3:2]. (2) The product is: [N:1]1([C:6]2[CH:26]=[CH:25][C:9]([CH2:10][C:11]3[C:12]([CH2:23][CH3:24])=[N:13][C:14]4[C:19]([C:20]=3[Cl:29])=[CH:18][C:17]([Br:22])=[CH:16][CH:15]=4)=[CH:8][CH:7]=2)[CH:5]=[CH:4][CH:3]=[N:2]1. Given the reactants [N:1]1([C:6]2[CH:26]=[CH:25][C:9]([CH2:10][C:11]3[C:12]([CH2:23][CH3:24])=[N:13][C:14]4[C:19]([C:20]=3O)=[CH:18][C:17]([Br:22])=[CH:16][CH:15]=4)=[CH:8][CH:7]=2)[CH:5]=[CH:4][CH:3]=[N:2]1.P(Cl)(Cl)([Cl:29])=O, predict the reaction product. (3) Given the reactants [CH3:1][C:2]1[CH:3]=[CH:4][C:5]([CH2:8][C:9]#[N:10])=[N:6][CH:7]=1.B.O1CCCC1.Cl.O, predict the reaction product. The product is: [CH3:1][C:2]1[CH:3]=[CH:4][C:5]([CH2:8][CH2:9][NH2:10])=[N:6][CH:7]=1. (4) Given the reactants [Br:1][C:2]1[CH:7]=[CH:6][C:5]([S:8](Cl)(=[O:10])=[O:9])=[CH:4][C:3]=1[CH3:12].[NH2:13][CH2:14][CH2:15][CH2:16][CH2:17][OH:18], predict the reaction product. The product is: [OH:18][CH2:17][CH2:16][CH2:15][CH2:14][NH:13][S:8]([C:5]1[CH:6]=[CH:7][C:2]([Br:1])=[C:3]([CH3:12])[CH:4]=1)(=[O:10])=[O:9]. (5) The product is: [C:1]([O:5][C:6](=[O:18])[NH:7][CH:8]([CH3:17])[CH2:9][C:10]1[CH:15]=[CH:14][CH:13]=[C:12]([N:32]=[C:19]([C:20]2[CH:25]=[CH:24][CH:23]=[CH:22][CH:21]=2)[C:26]2[CH:31]=[CH:30][CH:29]=[CH:28][CH:27]=2)[CH:11]=1)([CH3:4])([CH3:3])[CH3:2]. Given the reactants [C:1]([O:5][C:6](=[O:18])[NH:7][CH:8]([CH3:17])[CH2:9][C:10]1[CH:15]=[CH:14][CH:13]=[C:12](Br)[CH:11]=1)([CH3:4])([CH3:3])[CH3:2].[C:19](=[NH:32])([C:26]1[CH:31]=[CH:30][CH:29]=[CH:28][CH:27]=1)[C:20]1[CH:25]=[CH:24][CH:23]=[CH:22][CH:21]=1.CC(C)([O-])C.[Na+].C1(P(C2C(P(C3C=CC=CC=3)C3C=CC=CC=3)=C(C3C4C(=CC=CC=4)C=CC=3)C3C(C=2)=CC=CC=3)C2C=CC=CC=2)C=CC=CC=1, predict the reaction product. (6) Given the reactants [OH:1][C@@:2]1([C:9]#[C:10][C:11]2[CH:12]=[C:13]([C:17]3[N:22]=[C:21]([C:23]([O:25]CC)=O)[CH:20]=[C:19]([C:28]4[CH:29]=[N:30][C:31]([CH3:34])=[CH:32][CH:33]=4)[CH:18]=3)[CH:14]=[CH:15][CH:16]=2)[CH2:6][CH2:5][N:4]([CH3:7])[C:3]1=[O:8].[NH3:35], predict the reaction product. The product is: [OH:1][C@@:2]1([C:9]#[C:10][C:11]2[CH:12]=[C:13]([C:17]3[N:22]=[C:21]([C:23]([NH2:35])=[O:25])[CH:20]=[C:19]([C:28]4[CH:29]=[N:30][C:31]([CH3:34])=[CH:32][CH:33]=4)[CH:18]=3)[CH:14]=[CH:15][CH:16]=2)[CH2:6][CH2:5][N:4]([CH3:7])[C:3]1=[O:8]. (7) Given the reactants [H-].[Na+].[O:3]=[C:4]1[C:9]2([CH2:13][CH2:12][CH2:11][CH2:10]2)[N:8]([C:14]([O:16][C:17]([CH3:20])([CH3:19])[CH3:18])=[O:15])[CH2:7][C:6]2([CH2:26][CH2:25][CH2:24][CH2:23][CH2:22][CH2:21]2)[NH:5]1.[CH2:27](Br)[C:28]#[CH:29], predict the reaction product. The product is: [O:3]=[C:4]1[C:9]2([CH2:10][CH2:11][CH2:12][CH2:13]2)[N:8]([C:14]([O:16][C:17]([CH3:20])([CH3:18])[CH3:19])=[O:15])[CH2:7][C:6]2([CH2:21][CH2:22][CH2:23][CH2:24][CH2:25][CH2:26]2)[N:5]1[CH2:29][C:28]#[CH:27].